From a dataset of Peptide-MHC class I binding affinity with 185,985 pairs from IEDB/IMGT. Regression. Given a peptide amino acid sequence and an MHC pseudo amino acid sequence, predict their binding affinity value. This is MHC class I binding data. (1) The peptide sequence is CRGEFLYCKM. The MHC is HLA-B27:05 with pseudo-sequence HLA-B27:05. The binding affinity (normalized) is 0.539. (2) The peptide sequence is IIYERDFSY. The MHC is HLA-B48:01 with pseudo-sequence HLA-B48:01. The binding affinity (normalized) is 0.0847. (3) The peptide sequence is LSPRTLNAW. The MHC is HLA-A01:01 with pseudo-sequence HLA-A01:01. The binding affinity (normalized) is 0. (4) The MHC is H-2-Dd with pseudo-sequence H-2-Dd. The peptide sequence is QYIYSEHTI. The binding affinity (normalized) is 0.0788. (5) The peptide sequence is ALALEEKRRL. The MHC is HLA-A02:02 with pseudo-sequence HLA-A02:02. The binding affinity (normalized) is 0.583. (6) The peptide sequence is TERQANFL. The MHC is HLA-A68:01 with pseudo-sequence HLA-A68:01. The binding affinity (normalized) is 0. (7) The peptide sequence is YYSLLMPIL. The MHC is HLA-A29:02 with pseudo-sequence HLA-A29:02. The binding affinity (normalized) is 0.